Task: Predict the reactants needed to synthesize the given product.. Dataset: Full USPTO retrosynthesis dataset with 1.9M reactions from patents (1976-2016) (1) Given the product [F:38][C:35]1[CH:34]=[CH:33][C:32]([C:18]2[C:17](/[CH:16]=[CH:15]/[C@@H:13]3[CH2:14][C@@H:9]([OH:10])[CH2:8][C:7](=[O:6])[O:12]3)=[C:22]([CH:23]([CH3:25])[CH3:24])[N:21]=[C:20]([N:26]([CH3:31])[S:27]([CH3:30])(=[O:29])=[O:28])[N:19]=2)=[CH:37][CH:36]=1, predict the reactants needed to synthesize it. The reactants are: CC(C)CC([O:6][C:7](=O)[CH2:8][C@H:9]1[CH2:14][C@@H:13](/[CH:15]=[CH:16]/[C:17]2[C:18]([C:32]3[CH:37]=[CH:36][C:35]([F:38])=[CH:34][CH:33]=3)=[N:19][C:20]([N:26]([CH3:31])[S:27]([CH3:30])(=[O:29])=[O:28])=[N:21][C:22]=2[CH:23]([CH3:25])[CH3:24])[O:12]C(C)(C)[O:10]1)C.CC(C1C(/C=C/[C@@H](O)C[C@@H](O)CC(OC)=O)=C(C2C=CC(F)=CC=2)N=C(N(S(C)(=O)=O)C)N=1)C.[OH-].[Na+].Cl. (2) The reactants are: [C:1]([O:5][C:6](=[O:22])[NH:7][C@H:8]([C:19](=O)[NH2:20])[CH2:9][C:10]1[CH:15]=[CH:14][C:13]([N+:16]([O-:18])=[O:17])=[CH:12][CH:11]=1)([CH3:4])([CH3:3])[CH3:2].COC1C=CC(P2(SP(C3C=CC(OC)=CC=3)(=S)S2)=[S:32])=CC=1. Given the product [C:1]([O:5][C:6](=[O:22])[NH:7][C@H:8]([C:19](=[S:32])[NH2:20])[CH2:9][C:10]1[CH:15]=[CH:14][C:13]([N+:16]([O-:18])=[O:17])=[CH:12][CH:11]=1)([CH3:4])([CH3:3])[CH3:2], predict the reactants needed to synthesize it. (3) Given the product [CH3:1][O:2][C:3]1[CH:8]=[CH:7][CH:6]=[CH:5][C:4]=1[S:9]([NH:12][CH2:13][C:14]1[CH:19]=[CH:18][C:17]([C:24]2[CH:25]=[CH:26][C:27]([O:40][CH2:41][C:42]3[CH:47]=[CH:46][CH:45]=[CH:44][CH:43]=3)=[C:28]([CH:39]=2)[C:29]([O:31][CH2:32][C:33]2[CH:38]=[CH:37][CH:36]=[CH:35][CH:34]=2)=[O:30])=[CH:16][CH:15]=1)(=[O:11])=[O:10], predict the reactants needed to synthesize it. The reactants are: [CH3:1][O:2][C:3]1[CH:8]=[CH:7][CH:6]=[CH:5][C:4]=1[S:9]([NH:12][CH2:13][C:14]1[CH:19]=[CH:18][C:17](B(O)O)=[CH:16][CH:15]=1)(=[O:11])=[O:10].Br[C:24]1[CH:25]=[CH:26][C:27]([O:40][CH2:41][C:42]2[CH:47]=[CH:46][CH:45]=[CH:44][CH:43]=2)=[C:28]([CH:39]=1)[C:29]([O:31][CH2:32][C:33]1[CH:38]=[CH:37][CH:36]=[CH:35][CH:34]=1)=[O:30].CCN(CC)CC. (4) The reactants are: [NH2:1][C:2]1[C:7](Br)=[N:6][C:5]([Br:9])=[CH:4][N:3]=1.Cl.Cl.[NH2:12][CH:13]1[CH2:18][CH2:17][CH2:16][N:15]([CH3:19])[CH2:14]1. Given the product [Br:9][C:5]1[N:6]=[C:7]([NH:12][CH:13]2[CH2:18][CH2:17][CH2:16][N:15]([CH3:19])[CH2:14]2)[C:2]([NH2:1])=[N:3][CH:4]=1, predict the reactants needed to synthesize it.